Dataset: Forward reaction prediction with 1.9M reactions from USPTO patents (1976-2016). Task: Predict the product of the given reaction. (1) Given the reactants [CH3:1][CH:2]1[CH:6]([CH3:7])[C:5]2[CH:8]=[CH:9][CH:10]=[C:11]([C:12]([OH:14])=O)[C:4]=2[O:3]1.C1C=CC2N(O)N=NC=2C=1.CCN=C=NCCCN(C)C.C(N(C(C)C)CC)(C)C.[CH:45]1([NH:51][CH3:52])[CH2:50][CH2:49][CH2:48][CH2:47][CH2:46]1, predict the reaction product. The product is: [CH:45]1([N:51]([CH3:52])[C:12]([C:11]2[C:4]3[O:3][CH:2]([CH3:1])[CH:6]([CH3:7])[C:5]=3[CH:8]=[CH:9][CH:10]=2)=[O:14])[CH2:50][CH2:49][CH2:48][CH2:47][CH2:46]1. (2) Given the reactants C[O:2][C:3]([CH:5]1[CH2:10][CH:9]([C:11]([O:13]C)=[O:12])[CH2:8][N:7]([C:15]([O:17][C:18]([CH3:21])([CH3:20])[CH3:19])=[O:16])[CH2:6]1)=[O:4].C([O-])([O-])=O.[K+].[K+], predict the reaction product. The product is: [C:18]([O:17][C:15]([N:7]1[CH2:6][CH:5]([C:3]([OH:4])=[O:2])[CH2:10][CH:9]([C:11]([OH:13])=[O:12])[CH2:8]1)=[O:16])([CH3:21])([CH3:19])[CH3:20]. (3) Given the reactants Cl[C:2]1[C:11]2[C:6](=[CH:7][C:8]([C:14]3[C:15]([CH3:20])=[N:16][O:17][C:18]=3[CH3:19])=[C:9]([O:12][CH3:13])[CH:10]=2)[N:5]=[CH:4][C:3]=1C(N)=O.[N:24]1[CH:29]=[CH:28][CH:27]=[N:26][C:25]=1[CH2:30][NH2:31].[C:32](=[O:35])([O-])O.[Na+].C1C=CC=CC=1.C(#[N:45])C, predict the reaction product. The product is: [CH3:20][C:15]1[C:14]([C:8]2[C:9]([O:12][CH3:13])=[CH:10][C:11]3[C:2]4[N:31]([CH2:30][C:25]5[N:26]=[CH:27][CH:28]=[CH:29][N:24]=5)[C:32](=[O:35])[NH:45][C:3]=4[CH:4]=[N:5][C:6]=3[CH:7]=2)=[C:18]([CH3:19])[O:17][N:16]=1.